Predict the reaction yield, written as a fraction of the theoretical maximum amount of product (1.0 means a 100% yield; for example, 0.34 means a 34% yield). From a dataset of Reaction yield outcomes from USPTO patents with 853,638 reactions. (1) The reactants are [NH:1]1[CH2:8][CH2:7][CH2:6][C@H:2]1[C:3]([OH:5])=[O:4].[N:9]([O-])=[O:10].[Na+].Cl. The catalyst is O. The product is [N:9]([N:1]1[CH2:8][CH2:7][CH2:6][C@H:2]1[C:3]([OH:5])=[O:4])=[O:10]. The yield is 1.05. (2) The reactants are Br[C:2]1[N:3]=[CH:4][C:5]2[N:6]([C:8]([C:11]3[CH:18]=[CH:17][C:14]([C:15]#[N:16])=[CH:13][CH:12]=3)=[CH:9][N:10]=2)[CH:7]=1.[CH2:19]([O:21][C:22]([C:24]1[CH:29]=[CH:28][C:27](B(O)O)=[CH:26][CH:25]=1)=[O:23])[CH3:20].C([O-])([O-])=O.[Na+].[Na+]. The catalyst is CN(C=O)C.O.C1C=CC([P]([Pd]([P](C2C=CC=CC=2)(C2C=CC=CC=2)C2C=CC=CC=2)([P](C2C=CC=CC=2)(C2C=CC=CC=2)C2C=CC=CC=2)[P](C2C=CC=CC=2)(C2C=CC=CC=2)C2C=CC=CC=2)(C2C=CC=CC=2)C2C=CC=CC=2)=CC=1. The product is [C:15]([C:14]1[CH:17]=[CH:18][C:11]([C:8]2[N:6]3[CH:7]=[C:2]([C:27]4[CH:28]=[CH:29][C:24]([C:22]([O:21][CH2:19][CH3:20])=[O:23])=[CH:25][CH:26]=4)[N:3]=[CH:4][C:5]3=[N:10][CH:9]=2)=[CH:12][CH:13]=1)#[N:16]. The yield is 0.460. (3) The reactants are C([O:3][C:4](=[O:38])[CH2:5][N:6]1[CH2:11][CH2:10][CH:9]([CH:12]([N:14]2[C:22]3[C:17](=[CH:18][CH:19]=[CH:20][CH:21]=3)[C:16]([C:23](=[O:36])[NH:24][CH2:25][C:26]3[C:27](=[O:35])[NH:28][C:29]([CH3:34])=[CH:30][C:31]=3[O:32][CH3:33])=[C:15]2[CH3:37])[CH3:13])[CH2:8][CH2:7]1)C.C1COCC1.CO.O.[OH-].[Li+]. The catalyst is O. The product is [CH3:33][O:32][C:31]1[CH:30]=[C:29]([CH3:34])[NH:28][C:27](=[O:35])[C:26]=1[CH2:25][NH:24][C:23]([C:16]1[C:17]2[C:22](=[CH:21][CH:20]=[CH:19][CH:18]=2)[N:14]([CH:12]([CH:9]2[CH2:8][CH2:7][N:6]([CH2:5][C:4]([OH:38])=[O:3])[CH2:11][CH2:10]2)[CH3:13])[C:15]=1[CH3:37])=[O:36]. The yield is 0.820. (4) The reactants are [Br:1][C:2]1[S:3][C:4]([S:8](Cl)(=[O:10])=[O:9])=[C:5]([Br:7])[N:6]=1.[NH4+:12].[OH-]. The catalyst is C1COCC1. The product is [Br:1][C:2]1[S:3][C:4]([S:8]([NH2:12])(=[O:10])=[O:9])=[C:5]([Br:7])[N:6]=1. The yield is 0.570. (5) The reactants are [Br:1][C:2]1[C:14](=[O:15])[N:13]([CH:16]2[CH2:20][CH2:19][CH2:18][CH2:17]2)[C:5]2[N:6]=[C:7](S(C)=O)[N:8]=[CH:9][C:4]=2[C:3]=1[CH3:21].[N:22]1([C:28]2[CH:29]=[N:30][C:31]([NH2:34])=[CH:32][CH:33]=2)[CH2:27][CH2:26][CH2:25][CH2:24][CH2:23]1. The catalyst is C1(C)C=CC=CC=1. The product is [Br:1][C:2]1[C:14](=[O:15])[N:13]([CH:16]2[CH2:20][CH2:19][CH2:18][CH2:17]2)[C:5]2[N:6]=[C:7]([NH:34][C:31]3[N:30]=[CH:29][C:28]([N:22]4[CH2:27][CH2:26][CH2:25][CH2:24][CH2:23]4)=[CH:33][CH:32]=3)[N:8]=[CH:9][C:4]=2[C:3]=1[CH3:21]. The yield is 0.273. (6) The product is [CH3:21][C:22]([NH:29][C:5]1[C:4]2[CH:3]=[CH:2][N:1]([C:11]([O:13][CH2:14][C:15]3[CH:20]=[CH:19][CH:18]=[CH:17][CH:16]=3)=[O:12])[C:9]=2[CH:8]=[CH:7][N:6]=1)([CH2:24][C:25]([CH3:28])([CH3:27])[CH3:26])[CH3:23]. The reactants are [N:1]1([C:11]([O:13][CH2:14][C:15]2[CH:20]=[CH:19][CH:18]=[CH:17][CH:16]=2)=[O:12])[C:9]2[CH:8]=[CH:7][N+:6]([O-])=[CH:5][C:4]=2[CH:3]=[CH:2]1.[CH3:21][C:22]([NH2:29])([CH2:24][C:25]([CH3:28])([CH3:27])[CH3:26])[CH3:23].C1(C)C=CC(S(Cl)(=O)=O)=CC=1. The yield is 0.430. The catalyst is C(Cl)(Cl)Cl.ClCCl. (7) The reactants are [O:1]1[CH2:6][CH2:5][CH:4]([CH2:7][CH2:8][N:9]2[C:13]3=[N:14][C:15]([Sn](C)(C)C)=[CH:16][N:17]=[C:12]3[NH:11][C:10]2=[O:22])[CH2:3][CH2:2]1.[C:38]1([CH3:43])[CH:39]=[CH:40][CH:41]=[CH:42][C:37]=1P([C:37]1[CH:42]=[CH:41][CH:40]=[CH:39][C:38]=1[CH3:43])[C:37]1[CH:42]=[CH:41][CH:40]=[CH:39][C:38]=1[CH3:43].[CH2:45]([N:47](CC)[CH2:48]C)[CH3:46].Cl. The catalyst is CN(C)C=O. The product is [NH:47]1[CH2:45][CH2:46][CH:43]([C:38]2[CH:37]=[CH:42][C:41]([C:15]3[N:14]=[C:13]4[N:9]([CH2:8][CH2:7][CH:4]5[CH2:5][CH2:6][O:1][CH2:2][CH2:3]5)[C:10](=[O:22])[NH:11][C:12]4=[N:17][CH:16]=3)=[CH:40][CH:39]=2)[CH2:48]1. The yield is 0.0600. (8) The product is [F:1][C:2]1[N:7]=[CH:6][C:5]([CH:8]([N:16]2[CH2:21][CH2:20][O:19][CH2:18][CH2:17]2)[CH3:9])=[CH:4][CH:3]=1. The catalyst is C(Cl)Cl.O.C1COCC1.CCN(CC)CC. The yield is 0.850. The reactants are [F:1][C:2]1[N:7]=[CH:6][C:5]([CH:8](O)[CH3:9])=[CH:4][CH:3]=1.CS(Cl)(=O)=O.[NH:16]1[CH2:21][CH2:20][O:19][CH2:18][CH2:17]1. (9) The reactants are [CH2:1]([O:8][C:9]([N:11]1[CH2:15][CH2:14][CH:13]([C:16]#[N:17])[CH2:12]1)=[O:10])[C:2]1[CH:7]=[CH:6][CH:5]=[CH:4][CH:3]=1.[N-:18]=[N+:19]=[N-:20].[Na+].[Cl-].[NH4+].C(Cl)Cl. The catalyst is CN(C=O)C. The product is [CH2:1]([O:8][C:9]([N:11]1[CH2:15][CH2:14][CH:13]([C:16]2[NH:20][N:19]=[N:18][N:17]=2)[CH2:12]1)=[O:10])[C:2]1[CH:3]=[CH:4][CH:5]=[CH:6][CH:7]=1. The yield is 0.310.